This data is from Forward reaction prediction with 1.9M reactions from USPTO patents (1976-2016). The task is: Predict the product of the given reaction. (1) Given the reactants [C:1]([O:5][C@@H:6]([C:12]1[C:13]([CH3:42])=[N:14][C:15]2[N:16]([N:26]=[C:27]([C:29]3[S:30][C:31]([CH2:34][C:35]4[CH:40]=[CH:39][C:38]([F:41])=[CH:37][CH:36]=4)=[CH:32][N:33]=3)[CH:28]=2)[C:17]=1[N:18]1[CH2:23][CH2:22][C:21]([CH3:25])([CH3:24])[CH2:20][CH2:19]1)[C:7]([O:9]CC)=[O:8])([CH3:4])([CH3:3])[CH3:2].[OH-].[Na+], predict the reaction product. The product is: [C:1]([O:5][C@@H:6]([C:12]1[C:13]([CH3:42])=[N:14][C:15]2[N:16]([N:26]=[C:27]([C:29]3[S:30][C:31]([CH2:34][C:35]4[CH:40]=[CH:39][C:38]([F:41])=[CH:37][CH:36]=4)=[CH:32][N:33]=3)[CH:28]=2)[C:17]=1[N:18]1[CH2:23][CH2:22][C:21]([CH3:25])([CH3:24])[CH2:20][CH2:19]1)[C:7]([OH:9])=[O:8])([CH3:2])([CH3:3])[CH3:4]. (2) Given the reactants C(OC([N:8]1[CH2:13][CH2:12][N:11]([CH2:14][C:15]2[CH:24]=[C:23]3[C:18]([C:19]([NH2:25])=[N:20][CH:21]=[N:22]3)=[CH:17][CH:16]=2)[C:10](=[O:26])[CH2:9]1)=O)(C)(C)C.Cl, predict the reaction product. The product is: [NH2:25][C:19]1[C:18]2[C:23](=[CH:24][C:15]([CH2:14][N:11]3[CH2:12][CH2:13][NH:8][CH2:9][C:10]3=[O:26])=[CH:16][CH:17]=2)[N:22]=[CH:21][N:20]=1. (3) Given the reactants [CH3:1][C:2]1([CH3:24])[C:19](=O)[CH2:18][CH2:17][C@@:16]2([CH3:21])[C@@:3]1([OH:23])[CH2:4][CH2:5][C@@H:6]1[C@@H:15]2[CH2:14][CH2:13][C@@:11]2([CH3:12])[C@H:7]1[CH2:8][CH2:9][C@@H:10]2[OH:22].[ClH:25].Cl.[NH:27]1[CH2:31][CH2:30][C@@H:29]([O:32][NH2:33])[CH2:28]1, predict the reaction product. The product is: [ClH:25].[NH:27]1[CH2:31][CH2:30][C@@H:29]([O:32]/[N:33]=[C:19]2/[C:2]([CH3:1])([CH3:24])[C@@:3]3([OH:23])[C@:16]([CH3:21])([CH2:17][CH2:18]/2)[C@@H:15]2[C@H:6]([C@H:7]4[C@@:11]([CH2:13][CH2:14]2)([CH3:12])[C@@H:10]([OH:22])[CH2:9][CH2:8]4)[CH2:5][CH2:4]3)[CH2:28]1. (4) Given the reactants [C:1]1([N:7]2[C:19]3[CH:18]=[CH:17][C:16](B(O)O)=[CH:15][C:14]=3[C:13]3[C:8]2=[CH:9][CH:10]=[CH:11][CH:12]=3)[CH:6]=[CH:5][CH:4]=[CH:3][CH:2]=1.Br[C:24]1[CH:25]=[C:26]2[C:35]3=[C:36]([C:38]([CH3:46])([CH3:45])[C:39]4[CH:40]=[CH:41][CH:42]=[CH:43][C:44]=4[N:34]3[C:33]3[CH:32]=[CH:31][CH:30]=[CH:29][C:28]=3[C:27]2([CH3:48])[CH3:47])[CH:37]=1.O.P([O-])([O-])([O-])=O.[K+].[K+].[K+].N#N, predict the reaction product. The product is: [CH3:45][C:38]1([CH3:46])[C:36]2[CH:37]=[C:24]([C:16]3[CH:17]=[CH:18][C:19]4[N:7]([C:1]5[CH:6]=[CH:5][CH:4]=[CH:3][CH:2]=5)[C:8]5[C:13]([C:14]=4[CH:15]=3)=[CH:12][CH:11]=[CH:10][CH:9]=5)[CH:25]=[C:26]3[C:27]([CH3:47])([CH3:48])[C:28]4[CH:29]=[CH:30][CH:31]=[CH:32][C:33]=4[N:34]([C:35]=23)[C:44]2[CH:43]=[CH:42][CH:41]=[CH:40][C:39]1=2. (5) Given the reactants [CH:1]1[C:10]2[C:5](=[CH:6][CH:7]=[CH:8][CH:9]=2)[CH:4]=[C:3]([NH:11][C:12](=[O:40])[O:13][CH2:14][C@@H:15]([N:26]([CH3:39])[C:27]([NH:29][CH2:30][C:31]2[CH:36]=[CH:35][CH:34]=[C:33]([F:37])[C:32]=2[F:38])=[O:28])[CH2:16][CH2:17][CH2:18][O:19][P:20]([O:24]C)([O:22]C)=[O:21])[N:2]=1.[Si](I)(C)(C)C, predict the reaction product. The product is: [CH:1]1[C:10]2[C:5](=[CH:6][CH:7]=[CH:8][CH:9]=2)[CH:4]=[C:3]([NH:11][C:12](=[O:40])[O:13][CH2:14][C@@H:15]([N:26]([CH3:39])[C:27]([NH:29][CH2:30][C:31]2[CH:36]=[CH:35][CH:34]=[C:33]([F:37])[C:32]=2[F:38])=[O:28])[CH2:16][CH2:17][CH2:18][O:19][P:20]([OH:24])([OH:22])=[O:21])[N:2]=1. (6) Given the reactants [O:1]1CCO[CH:2]1[C:6]1[CH:7]=[CH:8][C:9]([C:12]2[S:20][C:19]3[C:14](=[N:15][CH:16]=[CH:17][C:18]=3[O:21][C:22]3[CH:27]=[CH:26][C:25]([N:28]([C:37]4[CH:42]=[CH:41][CH:40]=[CH:39][CH:38]=4)[C:29]([C:31]4([C:34]([NH2:36])=[O:35])[CH2:33][CH2:32]4)=[O:30])=[CH:24][C:23]=3[F:43])[CH:13]=2)=[N:10][CH:11]=1.C1(C)C=CC=CC=1, predict the reaction product. The product is: [F:43][C:23]1[CH:24]=[C:25]([N:28]([C:37]2[CH:38]=[CH:39][CH:40]=[CH:41][CH:42]=2)[C:29]([C:31]2([C:34]([NH2:36])=[O:35])[CH2:33][CH2:32]2)=[O:30])[CH:26]=[CH:27][C:22]=1[O:21][C:18]1[CH:17]=[CH:16][N:15]=[C:14]2[CH:13]=[C:12]([C:9]3[CH:8]=[CH:7][C:6]([CH:2]=[O:1])=[CH:11][N:10]=3)[S:20][C:19]=12. (7) Given the reactants [C:1]1([C:7]2([CH2:12][CH2:13][CH2:14][C:15]3[CH2:19][C:18](=[O:20])[NH:17][N:16]=3)OCCO2)[CH:6]=[CH:5][CH:4]=[CH:3][CH:2]=1.ClB(Cl)Cl, predict the reaction product. The product is: [C:1]1([C:7]2[N:16]3[N:17]=[C:18]([OH:20])[CH:19]=[C:15]3[CH2:14][CH2:13][CH:12]=2)[CH:6]=[CH:5][CH:4]=[CH:3][CH:2]=1.